From a dataset of Catalyst prediction with 721,799 reactions and 888 catalyst types from USPTO. Predict which catalyst facilitates the given reaction. (1) Product: [N+:10]([C:8]1[CH:7]=[CH:6][C:3]2[CH2:4][NH:5][P:24](=[O:25])([N:23]([CH2:28][CH2:29][Cl:30])[CH2:22][CH2:21][Cl:20])[O:1][C:2]=2[CH:9]=1)([O-:12])=[O:11]. Reactant: [OH:1][C:2]1[CH:9]=[C:8]([N+:10]([O-:12])=[O:11])[CH:7]=[CH:6][C:3]=1[CH2:4][NH2:5].CCN(CC)CC.[Cl:20][CH2:21][CH2:22][N:23]([CH2:28][CH2:29][Cl:30])[P:24](Cl)(Cl)=[O:25]. The catalyst class is: 25. (2) Reactant: [F:1][C:2]1[CH:7]=[CH:6][CH:5]=[C:4]([F:8])[C:3]=1[N:9]1[C:14]2[N:15]=[C:16](S(C)(=O)=O)[N:17]=[C:18]([C:19]3[CH:24]=[CH:23][C:22]([F:25])=[CH:21][C:20]=3[CH3:26])[C:13]=2[CH:12]=[CH:11][C:10]1=[O:31].[NH2:32][C:33]([CH3:38])([CH2:36][OH:37])[CH2:34][OH:35]. Product: [OH:35][CH2:34][C:33]([NH:32][C:16]1[N:17]=[C:18]([C:19]2[CH:24]=[CH:23][C:22]([F:25])=[CH:21][C:20]=2[CH3:26])[C:13]2[CH:12]=[CH:11][C:10](=[O:31])[N:9]([C:3]3[C:2]([F:1])=[CH:7][CH:6]=[CH:5][C:4]=3[F:8])[C:14]=2[N:15]=1)([CH3:38])[CH2:36][OH:37]. The catalyst class is: 1. (3) Reactant: CS(O[CH2:6][CH2:7][C@@H:8]([C:26]1[CH:31]=[CH:30][C:29]([Cl:32])=[C:28]([Cl:33])[CH:27]=1)[CH2:9][N:10]1[CH2:17][C@@H:16]([CH3:18])[CH2:15][O:14][C:13]2[C:19]([C:23]#[N:24])=[CH:20][CH:21]=[CH:22][C:12]=2[C:11]1=[O:25])(=O)=O.[N-:34]=[N+:35]=[N-:36].[Na+].O. Product: [N:34]([CH2:6][CH2:7][C@@H:8]([C:26]1[CH:31]=[CH:30][C:29]([Cl:32])=[C:28]([Cl:33])[CH:27]=1)[CH2:9][N:10]1[CH2:17][C@@H:16]([CH3:18])[CH2:15][O:14][C:13]2[C:19]([C:23]#[N:24])=[CH:20][CH:21]=[CH:22][C:12]=2[C:11]1=[O:25])=[N+:35]=[N-:36]. The catalyst class is: 3. (4) Reactant: [NH2:1][C:2]1[CH:3]=[N:4][C:5]2[C:10]([C:11]=1[SH:12])=[CH:9][CH:8]=[CH:7][CH:6]=2.[C:13](O)(=O)[CH2:14][CH:15]([CH3:17])[CH3:16].O. Product: [CH3:16][CH:15]([CH3:17])[CH2:14][C:13]1[S:12][C:11]2[C:10]3[CH:9]=[CH:8][CH:7]=[CH:6][C:5]=3[N:4]=[CH:3][C:2]=2[N:1]=1. The catalyst class is: 4. (5) Reactant: [CH2:1]([N:3]([CH2:34][CH3:35])[C:4]([CH:6]([C:28]1[CH:33]=[CH:32][CH:31]=[CH:30][CH:29]=1)[CH:7]1[CH2:12][CH2:11][N:10]([C:13]2[CH:18]=[CH:17][C:16]([NH:19][C:20]([C:22]3[NH:23][CH:24]=[CH:25][CH:26]=3)=[O:21])=[CH:15][C:14]=2[F:27])[CH2:9][CH2:8]1)=[O:5])[CH3:2].[CH3:36][C:37]([O-])(C)C.[Na+].C(Br)C. Product: [CH2:34]([N:3]([CH2:1][CH3:2])[C:4]([CH:6]([C:28]1[CH:33]=[CH:32][CH:31]=[CH:30][CH:29]=1)[CH:7]1[CH2:8][CH2:9][N:10]([C:13]2[CH:18]=[CH:17][C:16]([NH:19][C:20]([C:22]3[N:23]([CH2:36][CH3:37])[CH:24]=[CH:25][CH:26]=3)=[O:21])=[CH:15][C:14]=2[F:27])[CH2:11][CH2:12]1)=[O:5])[CH3:35]. The catalyst class is: 1.